This data is from Forward reaction prediction with 1.9M reactions from USPTO patents (1976-2016). The task is: Predict the product of the given reaction. (1) Given the reactants [OH:1][C:2]1[CH:7]=[CH:6][C:5]([C:8]2[C:9]([CH2:21][O:22][C:23]([C:25]3[S:26][C:27]([CH3:30])=[CH:28][CH:29]=3)=[O:24])=[C:10]3[C:15](=[CH:16][CH:17]=2)[NH:14][C:13]([CH3:19])([CH3:18])[CH:12]=[C:11]3[CH3:20])=[C:4]([O:31][CH3:32])[CH:3]=1.C(N(CC)CC)C.[C:40](Cl)(=[O:43])[O:41][CH3:42], predict the reaction product. The product is: [CH3:32][O:31][C:4]1[CH:3]=[C:2]([O:1][C:40]([O:41][CH3:42])=[O:43])[CH:7]=[CH:6][C:5]=1[C:8]1[C:9]([CH2:21][O:22][C:23]([C:25]2[S:26][C:27]([CH3:30])=[CH:28][CH:29]=2)=[O:24])=[C:10]2[C:15](=[CH:16][CH:17]=1)[NH:14][C:13]([CH3:18])([CH3:19])[CH:12]=[C:11]2[CH3:20]. (2) Given the reactants [CH3:1][NH:2][CH3:3].[I:4][C:5]1[CH:10]=[CH:9][C:8]([S:11](Cl)(=[O:13])=[O:12])=[CH:7][CH:6]=1.O, predict the reaction product. The product is: [I:4][C:5]1[CH:10]=[CH:9][C:8]([S:11]([N:2]([CH3:3])[CH3:1])(=[O:13])=[O:12])=[CH:7][CH:6]=1.